This data is from Catalyst prediction with 721,799 reactions and 888 catalyst types from USPTO. The task is: Predict which catalyst facilitates the given reaction. Reactant: [C:1]([C:4]1[CH:5]=[CH:6][C:7]([NH:34][CH2:35][CH3:36])=[C:8]([N:10]=[C:11]2[N:15]([CH2:16][C:17]3[CH:22]=[CH:21][CH:20]=[CH:19][CH:18]=3)[C:14](=[O:23])[C:13](=[C:24]3[N:28]([CH3:29])[C:27]4[CH:30]=[CH:31][CH:32]=[CH:33][C:26]=4[S:25]3)[S:12]2)[CH:9]=1)(=O)[CH3:2].Cl.[NH2:38][OH:39]. Product: [CH2:16]([N:15]1[C:14](=[O:23])[C:13](=[C:24]2[N:28]([CH3:29])[C:27]3[CH:30]=[CH:31][CH:32]=[CH:33][C:26]=3[S:25]2)[S:12][C:11]1=[N:10][C:8]1[CH:9]=[C:4]([C:1](=[N:38][OH:39])[CH3:2])[CH:5]=[CH:6][C:7]=1[NH:34][CH2:35][CH3:36])[C:17]1[CH:22]=[CH:21][CH:20]=[CH:19][CH:18]=1. The catalyst class is: 17.